Task: Predict the reaction yield, written as a fraction of the theoretical maximum amount of product (1.0 means a 100% yield; for example, 0.34 means a 34% yield).. Dataset: Reaction yield outcomes from USPTO patents with 853,638 reactions (1) The reactants are [Br:1][C:2]1[C:7]([O:8][CH2:9][C@@H:10]([NH:15]C(=O)OC(C)(C)C)[CH2:11][CH:12]([CH3:14])[CH3:13])=[CH:6][C:5]2[O:23][CH:24]([C:31]([F:34])([F:33])[F:32])[C:25]3[C:30]([C:4]=2[CH:3]=1)=[CH:29][CH:28]=[N:27][CH:26]=3.C(O)(C(F)(F)F)=O. The catalyst is ClCCl. The product is [Br:1][C:2]1[C:7]([O:8][CH2:9][C@@H:10]([NH2:15])[CH2:11][CH:12]([CH3:14])[CH3:13])=[CH:6][C:5]2[O:23][CH:24]([C:31]([F:33])([F:34])[F:32])[C:25]3[C:30]([C:4]=2[CH:3]=1)=[CH:29][CH:28]=[N:27][CH:26]=3. The yield is 0.360. (2) The reactants are Br[C:2]1[CH:3]=[CH:4][C:5]2[O:11][CH2:10][CH2:9][N:8]3[C:12]([CH2:18][N:19]4[CH2:23][CH2:22][CH2:21][C:20]4=[O:24])=[C:13]([C:15]([NH2:17])=[O:16])[N:14]=[C:7]3[C:6]=2[CH:25]=1.BrC1C=CC2OCCN3C(CN4C=CN=C4C)=C(C(N)=O)N=C3C=2C=1.N1CCCC1=O.[CH3:57][C:58]([OH:62])([C:60]#[CH:61])[CH3:59]. No catalyst specified. The product is [OH:62][C:58]([CH3:59])([CH3:57])[C:60]#[C:61][C:2]1[CH:3]=[CH:4][C:5]2[O:11][CH2:10][CH2:9][N:8]3[C:12]([CH2:18][N:19]4[CH2:23][CH2:22][CH2:21][C:20]4=[O:24])=[C:13]([C:15]([NH2:17])=[O:16])[N:14]=[C:7]3[C:6]=2[CH:25]=1. The yield is 0.630. (3) The reactants are [OH:1][C:2]1[CH:3]=[C:4]([CH2:8][C:9]([OH:11])=[O:10])[CH:5]=[CH:6][CH:7]=1.[C:12](OC(O[C:12]([CH3:15])([CH3:14])[CH3:13])N(C)C)([CH3:15])([CH3:14])[CH3:13].C(OCC)(=O)C. The catalyst is C1(C)C=CC=CC=1.CCCCCC. The product is [C:12]([O:10][C:9](=[O:11])[CH2:8][C:4]1[CH:5]=[CH:6][CH:7]=[C:2]([OH:1])[CH:3]=1)([CH3:15])([CH3:14])[CH3:13]. The yield is 0.560. (4) The reactants are CCN(C(C)C)C(C)C.[C:10]([O:14][C:15]([N:17]([CH2:29][C:30]([NH:32][NH2:33])=[O:31])[CH:18]1[CH2:21][N:20]([C:22]([O:24][C:25]([CH3:28])([CH3:27])[CH3:26])=[O:23])[CH2:19]1)=[O:16])([CH3:13])([CH3:12])[CH3:11].[CH2:34]([O:41][N:42]1[C:48](=[O:49])[N:47]2[CH2:50][C@H:43]1[CH2:44][CH2:45][CH:46]2[C:51](O)=[O:52])[C:35]1[CH:40]=[CH:39][CH:38]=[CH:37][CH:36]=1.CN(C(ON1N=NC2C=CC=NC1=2)=[N+](C)C)C.F[P-](F)(F)(F)(F)F. The catalyst is C(Cl)Cl. The product is [CH2:34]([O:41][N:42]1[C:48](=[O:49])[N:47]2[CH2:50][C@H:43]1[CH2:44][CH2:45][C@H:46]2[C:51]([NH:33][NH:32][C:30](=[O:31])[CH2:29][N:17]([C:15]([O:14][C:10]([CH3:11])([CH3:12])[CH3:13])=[O:16])[CH:18]1[CH2:21][N:20]([C:22]([O:24][C:25]([CH3:26])([CH3:27])[CH3:28])=[O:23])[CH2:19]1)=[O:52])[C:35]1[CH:36]=[CH:37][CH:38]=[CH:39][CH:40]=1. The yield is 0.860. (5) The product is [CH3:1][O:2][C:3]1[CH:37]=[CH:36][CH:35]=[CH:34][C:4]=1[CH2:5][NH:6][C:7]([C:9]1[N:13]([C@@H:14]2[CH2:18][CH2:17][N:16]([CH2:19][CH2:20][NH:21][CH3:22])[CH2:15]2)[N:12]=[C:11]([C:30]([F:31])([F:32])[F:33])[CH:10]=1)=[O:8]. The reactants are [CH3:1][O:2][C:3]1[CH:37]=[CH:36][CH:35]=[CH:34][C:4]=1[CH2:5][NH:6][C:7]([C:9]1[N:13]([C@@H:14]2[CH2:18][CH2:17][N:16]([CH2:19][CH2:20][N:21](C)[C:22](=O)OC(C)(C)C)[CH2:15]2)[N:12]=[C:11]([C:30]([F:33])([F:32])[F:31])[CH:10]=1)=[O:8].C(O)(C(F)(F)F)=O. The catalyst is C(Cl)Cl. The yield is 0.800. (6) The reactants are C1([S:7]([NH2:10])(=[O:9])=[O:8])CCCCC1.[CH2:11]([Mg]Cl)[C:12]([CH3:15])([CH3:14])[CH3:13]. The catalyst is C(OCC)C. The product is [CH2:11]([S:7]([NH2:10])(=[O:9])=[O:8])[C:12]([CH3:15])([CH3:14])[CH3:13]. The yield is 0.270.